Dataset: Reaction yield outcomes from USPTO patents with 853,638 reactions. Task: Predict the reaction yield, written as a fraction of the theoretical maximum amount of product (1.0 means a 100% yield; for example, 0.34 means a 34% yield). (1) The reactants are [C:1]([NH2:9])(=[O:8])[C:2]1[CH:7]=[CH:6][CH:5]=[CH:4][CH:3]=1.[Cl:10][CH2:11][C:12](=O)[CH2:13]Cl. The catalyst is C(#N)C. The product is [Cl:10][CH2:11][C:12]1[N:9]=[C:1]([C:2]2[CH:7]=[CH:6][CH:5]=[CH:4][CH:3]=2)[O:8][CH:13]=1. The yield is 0.247. (2) The reactants are [CH3:1][O:2][C:3]1[CH:4]=[C:5]2[C:10](=[CH:11][C:12]=1[O:13][CH3:14])[N:9]=[CH:8][N:7]=[C:6]2[O:15][C:16]1[CH:17]=[C:18]([O:26][CH3:27])[C:19]([CH2:22][C:23](O)=[O:24])=[N:20][CH:21]=1.[CH3:28][N:29]([CH2:31][C:32]1[CH:33]=[C:34]([CH:36]=[C:37]([CH3:39])[CH:38]=1)[NH2:35])[CH3:30]. No catalyst specified. The product is [CH3:30][N:29]([CH2:31][C:32]1[CH:33]=[C:34]([NH:35][C:23](=[O:24])[CH2:22][C:19]2[C:18]([O:26][CH3:27])=[CH:17][C:16]([O:15][C:6]3[C:5]4[C:10](=[CH:11][C:12]([O:13][CH3:14])=[C:3]([O:2][CH3:1])[CH:4]=4)[N:9]=[CH:8][N:7]=3)=[CH:21][N:20]=2)[CH:36]=[C:37]([CH3:39])[CH:38]=1)[CH3:28]. The yield is 0.560. (3) The reactants are Br[C:2]1[CH:3]=[CH:4][C:5]2[C:6]3[NH:18][N:17]=[CH:16][C:7]=3[C:8](=[O:15])[N:9]([CH:12]([CH3:14])[CH3:13])[C:10]=2[CH:11]=1.C(=O)([O-])[O-].[Cs+].[Cs+].CC1(C)C(C)(C)OB([C:33]2[CH:38]=[CH:37][N:36]=[CH:35][CH:34]=2)O1. The catalyst is CN(C=O)C.CCOC(C)=O.C1COCC1.C1C=CC(P(C2C=CC=CC=2)[C-]2C=CC=C2)=CC=1.C1C=CC(P(C2C=CC=CC=2)[C-]2C=CC=C2)=CC=1.Cl[Pd]Cl.[Fe+2]. The product is [CH3:13][CH:12]([N:9]1[C:10]2[CH:11]=[C:2]([C:33]3[CH:38]=[CH:37][N:36]=[CH:35][CH:34]=3)[CH:3]=[CH:4][C:5]=2[C:6]2[NH:18][N:17]=[CH:16][C:7]=2[C:8]1=[O:15])[CH3:14]. The yield is 0.190. (4) The reactants are [CH2:1]([O:8][C:9]([N:11]1[CH2:16][CH2:15][CH:14]([N:17]([C:23]([O:25][C:26]([CH3:29])([CH3:28])[CH3:27])=[O:24])[CH2:18][CH2:19][C:20]([OH:22])=O)[CH2:13][CH2:12]1)=[O:10])[C:2]1[CH:7]=[CH:6][CH:5]=[CH:4][CH:3]=1.CC[N:32]=C=NCCCN(C)C.C1C=CC2N(O)N=NC=2C=1.N. The catalyst is CN(C=O)C. The product is [NH2:32][C:20](=[O:22])[CH2:19][CH2:18][N:17]([C:23]([O:25][C:26]([CH3:27])([CH3:29])[CH3:28])=[O:24])[CH:14]1[CH2:13][CH2:12][N:11]([C:9]([O:8][CH2:1][C:2]2[CH:7]=[CH:6][CH:5]=[CH:4][CH:3]=2)=[O:10])[CH2:16][CH2:15]1. The yield is 0.830. (5) The reactants are [CH:1]1([C:6]2[CH:7]=[C:8]([NH2:18])[CH:9]=[N:10][C:11]=2[O:12][CH2:13][C:14]([F:17])([F:16])[F:15])[CH2:5][CH2:4][CH2:3][CH2:2]1.[C:19](O)(=[O:26])[C:20]1[CH:25]=[CH:24][CH:23]=[N:22][CH:21]=1. No catalyst specified. The product is [CH:1]1([C:6]2[CH:7]=[C:8]([NH:18][C:19](=[O:26])[C:20]3[CH:25]=[CH:24][CH:23]=[N:22][CH:21]=3)[CH:9]=[N:10][C:11]=2[O:12][CH2:13][C:14]([F:15])([F:16])[F:17])[CH2:2][CH2:3][CH2:4][CH2:5]1. The yield is 0.433. (6) The reactants are [C:1](O)(=O)[CH2:2][C:3]([OH:5])=[O:4].[I:8][C:9]1[CH:10]=[C:11]([CH:14]=[CH:15][CH:16]=1)C=O.C([O-])(=O)C.[NH4+:21]. The catalyst is C(O)C. The product is [NH2:21][CH:1]([C:15]1[CH:14]=[CH:11][CH:10]=[C:9]([I:8])[CH:16]=1)[CH2:2][C:3]([OH:5])=[O:4]. The yield is 0.540.